Dataset: CYP1A2 inhibition data for predicting drug metabolism from PubChem BioAssay. Task: Regression/Classification. Given a drug SMILES string, predict its absorption, distribution, metabolism, or excretion properties. Task type varies by dataset: regression for continuous measurements (e.g., permeability, clearance, half-life) or binary classification for categorical outcomes (e.g., BBB penetration, CYP inhibition). Dataset: cyp1a2_veith. (1) The compound is COC(=O)[C@@]1(Cc2ccc(F)cc2)[C@H]2c3cc(C(=O)N(C)C)n(CCN4CCOCC4)c3C[C@H]2CN1C(=O)c1ccccc1. The result is 0 (non-inhibitor). (2) The drug is Cc1cc(C)c(-n2c(O)c(C=NCCN3CCOCC3)c(=O)[nH]c2=O)c(C)c1. The result is 0 (non-inhibitor). (3) The drug is Brc1ccc(/C=C/C=N/Nc2nc3ccccc3s2)cc1. The result is 1 (inhibitor). (4) The molecule is CC1CCCC(NC(=O)C2CCN(S(=O)(=O)N3CCC4(CC3)OCCO4)CC2)C1C. The result is 0 (non-inhibitor).